This data is from Catalyst prediction with 721,799 reactions and 888 catalyst types from USPTO. The task is: Predict which catalyst facilitates the given reaction. (1) Product: [OH:1][CH2:10][CH:9]([C:18]1[CH:19]=[CH:20][CH:21]=[CH:22][CH:23]=1)[CH:8]([NH:24][C:25]([C:27]1[C:28]([C:33]([F:36])([F:35])[F:34])=[N:29][N:30]([CH3:32])[CH:31]=1)=[O:26])[C:6](=[O:7])[NH:5][CH3:4]. The catalyst class is: 100. Reactant: [O:1]=[O+][O-].[CH3:4][NH:5][C:6]([CH:8]([NH:24][C:25]([C:27]1[C:28]([C:33]([F:36])([F:35])[F:34])=[N:29][N:30]([CH3:32])[CH:31]=1)=[O:26])[CH:9]([C:18]1[CH:23]=[CH:22][CH:21]=[CH:20][CH:19]=1)/[CH:10]=C/C1C=CC=CC=1)=[O:7].N#N.[BH4-].[Na+]. (2) Reactant: [ClH:1].[NH2:2][CH2:3][C@H:4]1[CH2:13][CH2:12][C:11]2[C:6](=[CH:7][CH:8]=[CH:9][CH:10]=2)[O:5]1.[O-]CC.[Na+].[F:18][C:19]1[CH:24]=[CH:23][C:22]([C:25]2[CH:26]=[C:27]([CH:31]=O)[CH:28]=[N:29][CH:30]=2)=[CH:21][CH:20]=1.[BH4-].[Na+].Cl. Product: [ClH:1].[F:18][C:19]1[CH:20]=[CH:21][C:22]([C:25]2[CH:26]=[C:27]([CH2:31][NH:2][CH2:3][C@H:4]3[CH2:13][CH2:12][C:11]4[C:6](=[CH:7][CH:8]=[CH:9][CH:10]=4)[O:5]3)[CH:28]=[N:29][CH:30]=2)=[CH:23][CH:24]=1. The catalyst class is: 40. (3) Product: [F:1][C:2]1[CH:10]=[CH:9][CH:8]=[C:7]2[C:3]=1[CH2:4][CH2:5][N:6]2[C:11](=[O:22])[CH2:12][C:13]1[NH:18][C:17](=[O:19])[CH:16]=[C:15]([Cl:21])[N:14]=1. The catalyst class is: 84. Reactant: [F:1][C:2]1[CH:10]=[CH:9][CH:8]=[C:7]2[C:3]=1[CH2:4][CH2:5][N:6]2[C:11](=[O:22])[CH2:12][C:13]1[N:18]=[C:17]([O:19]C)[CH:16]=[C:15]([Cl:21])[N:14]=1.C(#N)C.C[Si](C)(C)Cl. (4) Product: [C:25]([O:24][C:22]([N:14]([C:15]([O:17][C:18]([CH3:21])([CH3:20])[CH3:19])=[O:16])[C:13]1[C:8]([C:6]([OH:7])=[O:5])=[N:9][CH:10]=[C:11]([O:29][CH2:30][CH2:31][CH2:32][F:33])[N:12]=1)=[O:23])([CH3:28])([CH3:27])[CH3:26].[Cl-:66].[Li+:64]. The catalyst class is: 182. Reactant: FCCC[O:5][C:6]([C:8]1[C:13]([N:14]([C:22]([O:24][C:25]([CH3:28])([CH3:27])[CH3:26])=[O:23])[C:15]([O:17][C:18]([CH3:21])([CH3:20])[CH3:19])=[O:16])=[N:12][C:11]([O:29][CH2:30][CH2:31][CH2:32][F:33])=[CH:10][N:9]=1)=[O:7].COC(C1C(N(C(OC(C)(C)C)=O)C(OC(C)(C)C)=O)=NC(OCCCF)=CN=1)=O.[Li+:64].[OH-].[ClH:66].